Dataset: Forward reaction prediction with 1.9M reactions from USPTO patents (1976-2016). Task: Predict the product of the given reaction. Given the reactants [CH3:1][O:2][C:3]1[C:11]2[O:10][C:9]([CH3:13])([CH3:12])[CH2:8][C:7]=2[C:6]([C:14]2[CH2:19][C:18]([CH3:21])([CH3:20])[C:17](=[O:22])[N:16]([CH:23]3[CH2:28][CH2:27][N:26]([C:29](=[O:46])[C@@H:30]([NH:38]C(=O)OC(C)(C)C)[CH2:31][C:32]4[CH:33]=[N:34][CH:35]=[CH:36][CH:37]=4)[CH2:25][CH2:24]3)[N:15]=2)=[CH:5][CH:4]=1.FC(F)(F)C(O)=O.C(=O)(O)[O-].[Na+], predict the reaction product. The product is: [NH2:38][C@@H:30]([CH2:31][C:32]1[CH:33]=[N:34][CH:35]=[CH:36][CH:37]=1)[C:29]([N:26]1[CH2:25][CH2:24][CH:23]([N:16]2[C:17](=[O:22])[C:18]([CH3:20])([CH3:21])[CH2:19][C:14]([C:6]3[C:7]4[CH2:8][C:9]([CH3:13])([CH3:12])[O:10][C:11]=4[C:3]([O:2][CH3:1])=[CH:4][CH:5]=3)=[N:15]2)[CH2:28][CH2:27]1)=[O:46].